From a dataset of Catalyst prediction with 721,799 reactions and 888 catalyst types from USPTO. Predict which catalyst facilitates the given reaction. Reactant: [CH2:1]([Li])CCC.[C:6]([NH:10][C:11]([C:13]1[CH:18]=[C:17]([Cl:19])[CH:16]=[CH:15][N:14]=1)=[O:12])([CH3:9])([CH3:8])[CH3:7].IC.[NH4+].[Cl-]. Product: [C:6]([NH:10][C:11]([C:13]1[C:18]([CH3:1])=[C:17]([Cl:19])[CH:16]=[CH:15][N:14]=1)=[O:12])([CH3:9])([CH3:7])[CH3:8]. The catalyst class is: 1.